From a dataset of Peptide-MHC class I binding affinity with 185,985 pairs from IEDB/IMGT. Regression. Given a peptide amino acid sequence and an MHC pseudo amino acid sequence, predict their binding affinity value. This is MHC class I binding data. The peptide sequence is IISTNTLGK. The MHC is HLA-B08:02 with pseudo-sequence HLA-B08:02. The binding affinity (normalized) is 0.0847.